From a dataset of Forward reaction prediction with 1.9M reactions from USPTO patents (1976-2016). Predict the product of the given reaction. (1) The product is: [C:1]([O:5][C:6]([N:8]1[CH2:13][CH2:12][N:11]([C:24](=[O:25])[C:23]2[CH:27]=[CH:28][CH:29]=[CH:30][C:22]=2[F:21])[CH2:10][CH2:9]1)=[O:7])([CH3:4])([CH3:2])[CH3:3]. Given the reactants [C:1]([O:5][C:6]([N:8]1[CH2:13][CH2:12][NH:11][CH2:10][CH2:9]1)=[O:7])([CH3:4])([CH3:3])[CH3:2].C(N(CC)CC)C.[F:21][C:22]1[CH:30]=[CH:29][CH:28]=[CH:27][C:23]=1[C:24](Cl)=[O:25], predict the reaction product. (2) The product is: [CH3:1][C:2]([CH3:28])([CH3:27])[CH2:3][C:4]([NH:6][C:7]1[CH:8]=[C:9]2[C:13](=[CH:14][CH:15]=1)[N:12]([C:16]1[CH:17]=[CH:18][CH:19]=[CH:20][CH:21]=1)[C:11]([C:22]([OH:24])=[O:23])=[CH:10]2)=[O:5]. Given the reactants [CH3:1][C:2]([CH3:28])([CH3:27])[CH2:3][C:4]([NH:6][C:7]1[CH:8]=[C:9]2[C:13](=[CH:14][CH:15]=1)[N:12]([C:16]1[CH:21]=[CH:20][CH:19]=[CH:18][CH:17]=1)[C:11]([C:22]([O:24]CC)=[O:23])=[CH:10]2)=[O:5].[OH-].[Li+], predict the reaction product. (3) Given the reactants [CH3:1][C:2]1[CH:3]=[C:4]([OH:11])[CH:5]=[C:6]2[C:10]=1[NH:9][CH:8]=[CH:7]2.[CH2:12](O)[CH:13]=[CH2:14].C(C=P(CCCC)(CCCC)CCCC)#N, predict the reaction product. The product is: [CH2:14]([O:11][C:4]1[CH:5]=[C:6]2[C:10](=[C:2]([CH3:1])[CH:3]=1)[NH:9][CH:8]=[CH:7]2)[CH:13]=[CH2:12]. (4) Given the reactants [NH2:1][CH2:2][C:3]1[C:12](=[O:13])[C:11]2[C:6](=[CH:7][C:8]([Cl:14])=[CH:9][CH:10]=2)[N:5]([C:15]2[CH:20]=[CH:19][CH:18]=[CH:17][CH:16]=2)[C:4]=1[C:21]1[O:22][CH:23]=[CH:24][N:25]=1.[O:26]1[C:30]2[CH:31]=[CH:32][C:33]([C:35](Cl)=[O:36])=[CH:34][C:29]=2[O:28][CH2:27]1.C(N(CC)C(C)C)(C)C, predict the reaction product. The product is: [Cl:14][C:8]1[CH:7]=[C:6]2[C:11]([C:12](=[O:13])[C:3]([CH2:2][NH:1][C:35]([C:33]3[CH:32]=[CH:31][C:30]4[O:26][CH2:27][O:28][C:29]=4[CH:34]=3)=[O:36])=[C:4]([C:21]3[O:22][CH:23]=[CH:24][N:25]=3)[N:5]2[C:15]2[CH:20]=[CH:19][CH:18]=[CH:17][CH:16]=2)=[CH:10][CH:9]=1. (5) Given the reactants [F:1][C:2]([F:12])([F:11])[O:3][C:4]1[CH:10]=[CH:9][CH:8]=[CH:7][C:5]=1[NH2:6].[C:13](O[C:13]([O:15][C:16]([CH3:19])([CH3:18])[CH3:17])=[O:14])([O:15][C:16]([CH3:19])([CH3:18])[CH3:17])=[O:14], predict the reaction product. The product is: [C:16]([O:15][C:13](=[O:14])[NH:6][C:5]1[CH:7]=[CH:8][CH:9]=[CH:10][C:4]=1[O:3][C:2]([F:11])([F:12])[F:1])([CH3:19])([CH3:18])[CH3:17]. (6) Given the reactants [Br:1][C:2]1[CH:9]=[C:8]([F:10])[C:5]([C:6]#[N:7])=[C:4](F)[CH:3]=1.CCN(C(C)C)C(C)C.[O:21]1[CH2:26][CH2:25][CH:24]([NH2:27])[CH2:23][CH2:22]1.O, predict the reaction product. The product is: [Br:1][C:2]1[CH:3]=[C:4]([NH:27][CH:24]2[CH2:25][CH2:26][O:21][CH2:22][CH2:23]2)[C:5]([C:6]#[N:7])=[C:8]([F:10])[CH:9]=1. (7) Given the reactants [Cl:1][C:2]1[C:3]([O:12][C:13]2[CH:18]=[C:17]([O:19][CH2:20][O:21][CH3:22])[CH:16]=[CH:15][C:14]=2/[CH:23]=[CH:24]/[C:25]([O:27][CH2:28][CH3:29])=[O:26])=[N:4][CH:5]=[C:6]([C:8]([F:11])([F:10])[F:9])[CH:7]=1, predict the reaction product. The product is: [Cl:1][C:2]1[C:3]([O:12][C:13]2[CH:18]=[C:17]([O:19][CH2:20][O:21][CH3:22])[CH:16]=[CH:15][C:14]=2[CH2:23][CH2:24][C:25]([O:27][CH2:28][CH3:29])=[O:26])=[N:4][CH:5]=[C:6]([C:8]([F:9])([F:11])[F:10])[CH:7]=1. (8) Given the reactants [C:1]([O:5][C:6](=[O:11])[CH2:7][CH2:8][CH2:9][NH2:10])([CH3:4])([CH3:3])[CH3:2].Cl.[CH3:13][O:14][CH:15]([O:18][CH3:19])[CH:16]=O.C(N(CC)CC)C.S([O-])([O-])(=O)=O.[Mg+2].CC(O)=O.C([BH3-])#N.[Na+], predict the reaction product. The product is: [C:1]([O:5][C:6](=[O:11])[CH2:7][CH2:8][CH2:9][NH:10][CH2:16][CH:15]([O:18][CH3:19])[O:14][CH3:13])([CH3:4])([CH3:2])[CH3:3].